This data is from Reaction yield outcomes from USPTO patents with 853,638 reactions. The task is: Predict the reaction yield, written as a fraction of the theoretical maximum amount of product (1.0 means a 100% yield; for example, 0.34 means a 34% yield). (1) The reactants are [Cl:1][C:2]1[CH:3]=[C:4]([CH:32]=[C:33]([Cl:35])[CH:34]=1)[CH2:5][NH:6][C:7]1[CH:8]=[C:9]([N:19]2[CH2:24][CH2:23][N:22](C(OC(C)(C)C)=O)[CH2:21][CH2:20]2)[CH:10]=[CH:11][C:12]=1[C:13](=[O:18])[C:14]([F:17])([F:16])[F:15].FC(F)(F)C(O)=O. The catalyst is ClCCl. The product is [ClH:1].[Cl:1][C:2]1[CH:3]=[C:4]([CH:32]=[C:33]([Cl:35])[CH:34]=1)[CH2:5][NH:6][C:7]1[CH:8]=[C:9]([N:19]2[CH2:24][CH2:23][NH:22][CH2:21][CH2:20]2)[CH:10]=[CH:11][C:12]=1[C:13](=[O:18])[C:14]([F:16])([F:17])[F:15]. The yield is 0.730. (2) The reactants are [OH:1][CH2:2][C:3]([CH3:29])([C:23]1[CH:28]=[CH:27][CH:26]=[CH:25][CH:24]=1)[CH2:4][CH2:5][CH2:6][CH2:7][S:8][CH2:9][CH2:10][CH2:11][CH2:12][C:13]([CH3:22])([C:16]1[CH:21]=[CH:20][CH:19]=[CH:18][CH:17]=1)[CH2:14][OH:15].[OH:30]O. The catalyst is C(O)(=O)C.O. The product is [OH:1][CH2:2][C:3]([CH3:29])([C:23]1[CH:28]=[CH:27][CH:26]=[CH:25][CH:24]=1)[CH2:4][CH2:5][CH2:6][CH2:7][S:8]([CH2:9][CH2:10][CH2:11][CH2:12][C:13]([CH3:22])([C:16]1[CH:21]=[CH:20][CH:19]=[CH:18][CH:17]=1)[CH2:14][OH:15])=[O:30]. The yield is 0.880.